Dataset: Forward reaction prediction with 1.9M reactions from USPTO patents (1976-2016). Task: Predict the product of the given reaction. (1) The product is: [CH2:39]([O:38][C:36]([C:35]1[CH:41]=[CH:42][C:43]([C:9]2[CH:14]=[CH:13][C:12]([C:15]3[N:16]=[C:17]([C@@H:20]4[CH2:24][CH2:23][CH2:22][N:21]4[C:25]([O:27][C:28]([CH3:31])([CH3:29])[CH3:30])=[O:26])[NH:18][CH:19]=3)=[CH:11][CH:10]=2)=[CH:44][CH:34]=1)=[O:37])[CH3:40]. Given the reactants CC1(C)C(C)(C)OB([C:9]2[CH:14]=[CH:13][C:12]([C:15]3[N:16]=[C:17]([C@@H:20]4[CH2:24][CH2:23][CH2:22][N:21]4[C:25]([O:27][C:28]([CH3:31])([CH3:30])[CH3:29])=[O:26])[NH:18][CH:19]=3)=[CH:11][CH:10]=2)O1.Br[C:34]1[CH:44]=[CH:43][CH:42]=[CH:41][C:35]=1[C:36]([O:38][CH2:39][CH3:40])=[O:37], predict the reaction product. (2) The product is: [Br:1][C:2]1[CH:10]=[CH:9][C:5]([C:6]([N:24]2[C:25]3[CH:31]=[CH:30][CH:29]=[CH:28][C:26]=3[CH2:27][N:21]3[CH:20]=[CH:19][CH:18]=[C:22]3[CH2:23]2)=[O:8])=[CH:4][C:3]=1[CH3:11]. Given the reactants [Br:1][C:2]1[CH:10]=[CH:9][C:5]([C:6]([OH:8])=O)=[CH:4][C:3]=1[CH3:11].C(Cl)(=O)C(Cl)=O.[CH:18]1[CH:19]=[CH:20][N:21]2[CH2:27][C:26]3[CH:28]=[CH:29][CH:30]=[CH:31][C:25]=3[NH:24][CH2:23][C:22]=12.CCN(C(C)C)C(C)C, predict the reaction product. (3) Given the reactants [F:1][C:2]1[C:7]([CH:8]=O)=[C:6]([OH:10])[C:5]([O:11][CH3:12])=[CH:4][CH:3]=1.[CH2:13]1CCN2C(=NCCC2)C[CH2:14]1.[Br-].C(P(C1C=CC=CC=1)(C1C=CC=CC=1)C1C=CC=CC=1)=C, predict the reaction product. The product is: [F:1][C:2]1[CH:3]=[CH:4][C:5]([O:11][CH3:12])=[C:6]2[C:7]=1[CH:8]=[CH:13][CH2:14][O:10]2. (4) Given the reactants Cl[C:2]1[C:11]2[C:6](=[CH:7][CH:8]=[C:9]([Cl:12])[N:10]=2)[N:5]=[CH:4][C:3]=1[C:13](=[O:15])[CH3:14].[CH3:16][N:17]([CH3:28])[CH2:18][CH2:19][O:20][C:21]1[N:26]=[CH:25][C:24]([NH2:27])=[CH:23][CH:22]=1, predict the reaction product. The product is: [Cl:12][C:9]1[N:10]=[C:11]2[C:6](=[CH:7][CH:8]=1)[N:5]=[CH:4][C:3]([C:13](=[O:15])[CH3:14])=[C:2]2[NH:27][C:24]1[CH:25]=[N:26][C:21]([O:20][CH2:19][CH2:18][N:17]([CH3:28])[CH3:16])=[CH:22][CH:23]=1.